From a dataset of Peptide-MHC class II binding affinity with 134,281 pairs from IEDB. Regression. Given a peptide amino acid sequence and an MHC pseudo amino acid sequence, predict their binding affinity value. This is MHC class II binding data. The peptide sequence is LFAAFPSFAGLRPTFDTRLM. The MHC is DRB1_0101 with pseudo-sequence DRB1_0101. The binding affinity (normalized) is 0.0847.